This data is from Forward reaction prediction with 1.9M reactions from USPTO patents (1976-2016). The task is: Predict the product of the given reaction. (1) Given the reactants [CH2:1]([NH:4][C:5]1[C:6]([NH2:15])=[CH:7][C:8]([C:11]([F:14])([F:13])[F:12])=[CH:9][CH:10]=1)[CH2:2][CH3:3].[CH3:16][N:17]([CH3:20])C=O, predict the reaction product. The product is: [CH2:1]([N:4]1[C:5]2[CH:10]=[CH:9][C:8]([C:11]([F:13])([F:14])[F:12])=[CH:7][C:6]=2[N:15]=[C:11]1[C:8]1[CH:9]=[CH:20][N:17]=[CH:16][CH:7]=1)[CH2:2][CH3:3]. (2) The product is: [C:1]([C:3]1([NH:6][C:7]([C@@H:9]2[CH2:13][C@@H:12]([S:14]([C:17]3[CH:18]=[CH:19][C:20]([CH3:21])=[CH:22][CH:23]=3)(=[O:16])=[O:15])[CH2:11][N:10]2[C:39]([CH:36]2[CH2:37][CH2:38][N:35]2[CH:32]2[CH2:31][CH2:30][N:29]([C:27]([O:26][CH2:24][CH3:25])=[O:28])[CH2:34][CH2:33]2)=[O:40])=[O:8])[CH2:5][CH2:4]1)#[N:2]. Given the reactants [C:1]([C:3]1([NH:6][C:7]([C@@H:9]2[CH2:13][C@@H:12]([S:14]([C:17]3[CH:23]=[CH:22][C:20]([CH3:21])=[CH:19][CH:18]=3)(=[O:16])=[O:15])[CH2:11][NH:10]2)=[O:8])[CH2:5][CH2:4]1)#[N:2].[CH2:24]([O:26][C:27]([N:29]1[CH2:34][CH2:33][CH:32]([N:35]2[CH2:38][CH2:37][CH:36]2[C:39]([O-])=[O:40])[CH2:31][CH2:30]1)=[O:28])[CH3:25].[Li+], predict the reaction product. (3) The product is: [F:30][C:31]1[CH:32]=[C:33]([C:38]#[C:39][CH:40]=[C:41]2[CH2:42][CH2:43][N:44]([C:48]3[N:55]=[C:54]([CH3:56])[CH:53]=[CH:52][C:49]=3[C:50]#[N:51])[CH2:45][CH2:46]2)[CH:34]=[C:35]([F:37])[CH:36]=1. Given the reactants CC1C=CC=C(C#CC=C2CCN(C3C=CC=CN=3)CC2)N=1.FC1C=CC=CN=1.[F:30][C:31]1[CH:32]=[C:33]([C:38]#[C:39][CH:40]=[C:41]2[CH2:46][CH2:45][NH:44][CH2:43][CH2:42]2)[CH:34]=[C:35]([F:37])[CH:36]=1.Cl[C:48]1[N:55]=[C:54]([CH3:56])[CH:53]=[CH:52][C:49]=1[C:50]#[N:51].C(=O)([O-])[O-].[K+].[K+], predict the reaction product.